From a dataset of Reaction yield outcomes from USPTO patents with 853,638 reactions. Predict the reaction yield, written as a fraction of the theoretical maximum amount of product (1.0 means a 100% yield; for example, 0.34 means a 34% yield). (1) The reactants are Cl[CH2:2][C:3]([NH:5][C:6]1[S:7][C:8]2[N:9]=[C:10]([N:15]([CH3:36])[C:16]3[CH:17]=[C:18]([NH:22][C:23](=[O:35])[C:24]4[CH:29]=[CH:28][CH:27]=[C:26]([C:30]([C:33]#[N:34])([CH3:32])[CH3:31])[CH:25]=4)[CH:19]=[CH:20][CH:21]=3)[N:11]=[CH:12][C:13]=2[N:14]=1)=[O:4].C(N(CC)CC)C.[NH:44]1[CH2:49][CH2:48][S:47](=[O:51])(=[O:50])[CH2:46][CH2:45]1.C(=O)([O-])O.[Na+]. The catalyst is O1CCCC1. The product is [C:33]([C:30]([C:26]1[CH:25]=[C:24]([CH:29]=[CH:28][CH:27]=1)[C:23]([NH:22][C:18]1[CH:19]=[CH:20][CH:21]=[C:16]([N:15]([C:10]2[N:11]=[CH:12][C:13]3[N:14]=[C:6]([NH:5][C:3](=[O:4])[CH2:2][N:44]4[CH2:49][CH2:48][S:47](=[O:51])(=[O:50])[CH2:46][CH2:45]4)[S:7][C:8]=3[N:9]=2)[CH3:36])[CH:17]=1)=[O:35])([CH3:32])[CH3:31])#[N:34]. The yield is 0.560. (2) The reactants are [S:1]1[C:5]2[CH:6]=[CH:7][CH:8]=[CH:9][C:4]=2[N:3]=[C:2]1[S:10][CH2:11][C:12]([OH:14])=O.[NH:15]1[CH2:21][CH2:20][CH2:19][C:18](=[O:22])[C:17]2[CH:23]=[CH:24][CH:25]=[CH:26][C:16]1=2. No catalyst specified. The product is [S:1]1[C:5]2[CH:6]=[CH:7][CH:8]=[CH:9][C:4]=2[N:3]=[C:2]1[S:10][CH2:11][C:12]([N:15]1[CH2:21][CH2:20][CH2:19][C:18](=[O:22])[C:17]2[CH:23]=[CH:24][CH:25]=[CH:26][C:16]1=2)=[O:14]. The yield is 0.290.